Task: Predict the reactants needed to synthesize the given product.. Dataset: Full USPTO retrosynthesis dataset with 1.9M reactions from patents (1976-2016) (1) The reactants are: Cl[C:2]1[N:7]=[CH:6][C:5]([C:8]2[CH:17]=[CH:16][C:15]3[C:10](=[CH:11][CH:12]=[CH:13][CH:14]=3)[CH:9]=2)=[CH:4][N:3]=1.[NH2:18][CH2:19][CH:20]1[CH2:25][CH2:24][NH:23][CH2:22][CH2:21]1. Given the product [CH:9]1[C:10]2[C:15](=[CH:14][CH:13]=[CH:12][CH:11]=2)[CH:16]=[CH:17][C:8]=1[C:5]1[CH:4]=[N:3][C:2]([N:23]2[CH2:24][CH2:25][CH:20]([CH2:19][NH2:18])[CH2:21][CH2:22]2)=[N:7][CH:6]=1, predict the reactants needed to synthesize it. (2) Given the product [Cl:1][C:2]1[CH:25]=[CH:24][C:5]([CH2:6][N:7]2[C:8](=[O:23])[CH:9]=[CH:10][C:11]([C:13]3[CH:14]=[CH:15][C:16]([O:19][CH2:20][CH2:21][NH:22][C:34](=[O:36])[CH3:35])=[CH:17][CH:18]=3)=[CH:12]2)=[C:4]([F:26])[CH:3]=1, predict the reactants needed to synthesize it. The reactants are: [Cl:1][C:2]1[CH:25]=[CH:24][C:5]([CH2:6][N:7]2[CH:12]=[C:11]([C:13]3[CH:18]=[CH:17][C:16]([O:19][CH2:20][CH2:21][NH2:22])=[CH:15][CH:14]=3)[CH:10]=[CH:9][C:8]2=[O:23])=[C:4]([F:26])[CH:3]=1.CCN(CC)CC.[C:34](Cl)(=[O:36])[CH3:35]. (3) Given the product [CH:10]1([NH:14][C:2]2[CH:7]=[CH:6][C:5]([C:8]#[N:9])=[CH:4][N:3]=2)[CH2:13][CH2:12][CH2:11]1, predict the reactants needed to synthesize it. The reactants are: Br[C:2]1[CH:7]=[CH:6][C:5]([C:8]#[N:9])=[CH:4][N:3]=1.[CH:10]1([NH2:14])[CH2:13][CH2:12][CH2:11]1. (4) Given the product [CH3:17][O:18][C:2]1[CH:3]=[CH:4][C:5]2[N:10]=[N:9][C:8](=[O:12])[N:7]([CH2:13][CH:14]=[CH2:15])[C:6]=2[CH:16]=1, predict the reactants needed to synthesize it. The reactants are: Cl[C:2]1[CH:3]=[CH:4][C:5]2[N+:10]([O-])=[N:9][C:8](=[O:12])[N:7]([CH2:13][CH:14]=[CH2:15])[C:6]=2[CH:16]=1.[CH3:17][O-:18].[Na+].O.